From a dataset of Reaction yield outcomes from USPTO patents with 853,638 reactions. Predict the reaction yield, written as a fraction of the theoretical maximum amount of product (1.0 means a 100% yield; for example, 0.34 means a 34% yield). The yield is 0.530. The catalyst is C(Cl)Cl. The reactants are [CH2:1]=[C:2]([O:5][Si](C)(C)C)[CH:3]=[CH2:4].[Br:10][C:11]1[CH:19]=[C:18]2[C:14]([CH2:15][C:16](=[CH2:21])[C:17]2=[O:20])=[CH:13][C:12]=1[F:22].B(F)(F)F.CCOCC. The product is [Br:10][C:11]1[CH:19]=[C:18]2[C:14]([CH2:15][C:16]3([CH2:4][CH2:3][C:2](=[O:5])[CH2:1][CH2:21]3)[C:17]2=[O:20])=[CH:13][C:12]=1[F:22].